This data is from Full USPTO retrosynthesis dataset with 1.9M reactions from patents (1976-2016). The task is: Predict the reactants needed to synthesize the given product. (1) Given the product [SH:4][CH2:5][CH2:6][CH2:7][CH2:8][CH2:9][CH2:10][CH2:11][CH2:12][CH:13]([CH:19]([CH2:25][CH2:26][CH2:27][CH2:28][CH2:29][CH2:30][CH2:31][CH2:32][SH:33])[CH2:20][CH2:21][OH:22])[CH2:14][CH2:15][OH:16], predict the reactants needed to synthesize it. The reactants are: C([S:4][CH2:5][CH2:6][CH2:7][CH2:8][CH2:9][CH2:10][CH2:11][CH2:12][CH:13]([CH:19]([CH2:25][CH2:26][CH2:27][CH2:28][CH2:29][CH2:30][CH2:31][CH2:32][S:33]C(=O)C)[CH2:20][C:21](OC)=[O:22])[CH2:14][C:15](OC)=[O:16])(=O)C.C1COCC1.CC(C[AlH]CC(C)C)C. (2) The reactants are: [F:1][C:2]1([F:26])[CH2:4][CH:3]1[CH2:5][N:6]1[C:14]2[C:9](=[N:10][C:11]([C:15]3[CH2:16][CH:17]4[CH2:21][NH:20][CH2:19][CH:18]4[CH:22]=3)=[CH:12][CH:13]=2)[N:8]([CH3:23])[S:7]1(=[O:25])=[O:24].[F:27][C:28]([F:35])([F:34])[C@@H:29]([OH:33])[C:30](O)=[O:31].C(Cl)CCl.C1C=CC2N(O)N=NC=2C=1.C(N(CC)CC)C. Given the product [F:26][C:2]1([F:1])[CH2:4][CH:3]1[CH2:5][N:6]1[C:14]2[C:9](=[N:10][C:11]([C:15]3[CH2:16][CH:17]4[CH2:21][N:20]([C:30](=[O:31])[C@H:29]([OH:33])[C:28]([F:35])([F:34])[F:27])[CH2:19][CH:18]4[CH:22]=3)=[CH:12][CH:13]=2)[N:8]([CH3:23])[S:7]1(=[O:25])=[O:24], predict the reactants needed to synthesize it. (3) The reactants are: [CH2:1]([N:5]1[C:13]([N:14]2[CH2:19][CH2:18][NH:17][CH2:16][CH2:15]2)=[N:12][C:11]2[C:6]1=[N:7][C:8]([C:26]1[CH:27]=[N:28][C:29]([NH2:32])=[N:30][CH:31]=1)=[N:9][C:10]=2[N:20]1[CH2:25][CH2:24][O:23][CH2:22][CH2:21]1)[CH:2]([CH3:4])[CH3:3].Cl.C(N=C=NCCCN(C)C)C.ON1C2C=CC=CC=2N=N1.[OH:55][C:56]([CH3:62])([CH3:61])[CH2:57][C:58](O)=[O:59]. Given the product [NH2:32][C:29]1[N:30]=[CH:31][C:26]([C:8]2[N:7]=[C:6]3[C:11]([N:12]=[C:13]([N:14]4[CH2:19][CH2:18][N:17]([C:58](=[O:59])[CH2:57][C:56]([CH3:62])([OH:55])[CH3:61])[CH2:16][CH2:15]4)[N:5]3[CH2:1][CH:2]([CH3:4])[CH3:3])=[C:10]([N:20]3[CH2:25][CH2:24][O:23][CH2:22][CH2:21]3)[N:9]=2)=[CH:27][N:28]=1, predict the reactants needed to synthesize it.